From a dataset of Full USPTO retrosynthesis dataset with 1.9M reactions from patents (1976-2016). Predict the reactants needed to synthesize the given product. (1) Given the product [CH3:1][C:2]1[CH:7]=[C:6]([S:8][CH3:9])[CH:5]=[C:4]([CH3:10])[C:3]=1[CH:12]=[O:14].[CH3:10][C:4]1[CH:3]=[C:2]([CH3:1])[CH:7]=[C:6]([S:8][CH3:9])[C:5]=1[CH:15]=[O:14], predict the reactants needed to synthesize it. The reactants are: [CH3:1][C:2]1[CH:7]=[C:6]([S:8][CH3:9])[CH:5]=[C:4]([CH3:10])[CH:3]=1.Cl[CH:12]([O:14][CH3:15])Cl.Cl. (2) Given the product [NH2:1][C:2]1[N:3]=[C:4]([Cl:20])[C:5]2=[C:6]([N:8]([CH2:12][C:13]3[S:14][C:15]([CH3:19])=[C:16]([CH3:18])[N:17]=3)[C:9](=[O:11])/[C:10]/2=[CH:21]\[C:23]2[NH:27][CH:26]=[C:25]([C:28]([OH:30])=[O:29])[CH:24]=2)[N:7]=1, predict the reactants needed to synthesize it. The reactants are: [NH2:1][C:2]1[N:3]=[C:4]([Cl:20])[C:5]2[CH2:10][C:9](=[O:11])[N:8]([CH2:12][C:13]3[S:14][C:15]([CH3:19])=[C:16]([CH3:18])[N:17]=3)[C:6]=2[N:7]=1.[CH:21]([C:23]1[NH:27][CH:26]=[C:25]([C:28]([OH:30])=[O:29])[CH:24]=1)=O.N1CCCCC1. (3) Given the product [C:34]1(/[CH:39]=[CH:8]/[C:7]2[CH:6]=[CH:5][CH:4]=[CH:29][CH:28]=2)[CH:30]=[CH:38][CH:37]=[CH:36][CH:35]=1, predict the reactants needed to synthesize it. The reactants are: [Cl-].CO[C:4]1[CH:29]=[CH:28][C:7]([CH2:8][P+](C2C=CC=CC=2)(C2C=CC=CC=2)C2C=CC=CC=2)=[CH:6][CH:5]=1.[CH3:30][O-].[Na+].N1[CH:38]=[CH:37][CH:36]=[CH:35][C:34]=1[CH:39]=O. (4) Given the product [F:1][C:2]1[CH:7]=[CH:6][C:5]([C:8]2[C:9]3[CH2:21][CH2:20][C:19](=[O:22])[N:18]([C:23]4[CH:28]=[CH:27][CH:26]=[CH:25][C:24]=4[CH3:29])[C:10]=3[N:11]=[C:12]([N:31]3[CH2:36][CH2:35][O:34][CH2:33][CH2:32]3)[N:13]=2)=[C:4]([CH3:30])[CH:3]=1, predict the reactants needed to synthesize it. The reactants are: [F:1][C:2]1[CH:7]=[CH:6][C:5]([C:8]2[C:9]3[CH:21]=[CH:20][C:19](=[O:22])[N:18]([C:23]4[CH:28]=[CH:27][CH:26]=[CH:25][C:24]=4[CH3:29])[C:10]=3[N:11]=[C:12](S(C)(=O)=O)[N:13]=2)=[C:4]([CH3:30])[CH:3]=1.[NH:31]1[CH2:36][CH2:35][O:34][CH2:33][CH2:32]1.C[Al](C)C. (5) The reactants are: [Cl:1][C:2]1[C:3]([CH2:23][OH:24])=[C:4]([N:8]2[CH:17]=[CH:16][C:15]3[C:10](=[C:11]([F:21])[CH:12]=[C:13]([CH:18]4[CH2:20][CH2:19]4)[CH:14]=3)[C:9]2=[O:22])[CH:5]=[CH:6][CH:7]=1.N1C=CC=CC=1.[C:31](Cl)(=[O:33])[CH3:32].O. Given the product [C:31]([O:24][CH2:23][C:3]1[C:4]([N:8]2[CH:17]=[CH:16][C:15]3[C:10](=[C:11]([F:21])[CH:12]=[C:13]([CH:18]4[CH2:20][CH2:19]4)[CH:14]=3)[C:9]2=[O:22])=[CH:5][CH:6]=[CH:7][C:2]=1[Cl:1])(=[O:33])[CH3:32], predict the reactants needed to synthesize it. (6) Given the product [CH:15]1[C:10]2[CH2:9][CH2:8][C:7]3[CH:16]=[CH:17][CH:18]=[CH:19][C:6]=3[N:5]([CH2:4][C@@H:3]([OH:20])[CH2:2][NH:1][S:30]([C:27]3[CH:26]=[CH:25][C:24]([O:23][C:22]([F:21])([F:34])[F:35])=[CH:29][CH:28]=3)(=[O:32])=[O:31])[C:11]=2[CH:12]=[CH:13][CH:14]=1, predict the reactants needed to synthesize it. The reactants are: [NH2:1][CH2:2][C@H:3]([OH:20])[CH2:4][N:5]1[C:11]2[CH:12]=[CH:13][CH:14]=[CH:15][C:10]=2[CH2:9][CH2:8][C:7]2[CH:16]=[CH:17][CH:18]=[CH:19][C:6]1=2.[F:21][C:22]([F:35])([F:34])[O:23][C:24]1[CH:29]=[CH:28][C:27]([S:30](Cl)(=[O:32])=[O:31])=[CH:26][CH:25]=1.[Na+].[Cl-]. (7) Given the product [Si:7]([O:14][CH2:15][C:16]1[N:21]=[C:20]([CH2:22][CH2:23][CH2:24][N:26]2[CH2:27][CH2:28][O:29][CH2:30][CH2:31]2)[CH:19]=[CH:18][CH:17]=1)([C:10]([CH3:13])([CH3:11])[CH3:12])([CH3:8])[CH3:9], predict the reactants needed to synthesize it. The reactants are: [H-].[H-].[H-].[H-].[Li+].[Al+3].[Si:7]([O:14][CH2:15][C:16]1[N:21]=[C:20]([CH2:22][CH2:23][C:24]([N:26]2[CH2:31][CH2:30][O:29][CH2:28][CH2:27]2)=O)[CH:19]=[CH:18][CH:17]=1)([C:10]([CH3:13])([CH3:12])[CH3:11])([CH3:9])[CH3:8]. (8) The reactants are: Br[C:2]1[CH:3]=[C:4]2[C:8](=[CH:9][CH:10]=1)[N:7]([CH:11]1[CH2:16][CH2:15][N:14]([C:17]([O:19][C:20]([CH3:23])([CH3:22])[CH3:21])=[O:18])[CH2:13][CH2:12]1)[CH:6]=[CH:5]2.[C:24]1([S:30]([O-:32])=[O:31])[CH:29]=[CH:28][CH:27]=[CH:26][CH:25]=1.[Na+].CNCCNC.C(=O)([O-])[O-].[K+].[K+]. Given the product [C:24]1([S:30]([C:2]2[CH:3]=[C:4]3[C:8](=[CH:9][CH:10]=2)[N:7]([CH:11]2[CH2:16][CH2:15][N:14]([C:17]([O:19][C:20]([CH3:23])([CH3:22])[CH3:21])=[O:18])[CH2:13][CH2:12]2)[CH:6]=[CH:5]3)(=[O:32])=[O:31])[CH:29]=[CH:28][CH:27]=[CH:26][CH:25]=1, predict the reactants needed to synthesize it. (9) Given the product [CH:19]([NH:18][C:14]1[N:13]=[C:12]([C:9]2[C:10]([CH3:11])=[C:6]([C:4]([OH:5])=[O:3])[NH:7][C:8]=2[CH3:22])[CH:17]=[CH:16][N:15]=1)([CH3:21])[CH3:20], predict the reactants needed to synthesize it. The reactants are: C([O:3][C:4]([C:6]1[NH:7][C:8]([CH3:22])=[C:9]([C:12]2[CH:17]=[CH:16][N:15]=[C:14]([NH:18][CH:19]([CH3:21])[CH3:20])[N:13]=2)[C:10]=1[CH3:11])=[O:5])C.[OH-].[Na+].Cl. (10) Given the product [CH3:6][N+:7]1([O-:3])[CH2:12][CH2:11][N+:10]([CH2:13][C:14]2[CH:15]=[CH:16][C:17]([C:18]([NH:20][C:21]3[CH:26]=[CH:25][C:24]([CH3:27])=[C:23]([NH:28][C:29]4[N:34]=[C:33]([C:35]5[CH:36]=[N:37][CH:38]=[CH:39][CH:40]=5)[CH:32]=[CH:31][N:30]=4)[CH:22]=3)=[O:19])=[CH:41][CH:42]=2)([O-:43])[CH2:9][CH2:8]1, predict the reactants needed to synthesize it. The reactants are: CS(O)(=O)=[O:3].[CH3:6][N:7]1[CH2:12][CH2:11][N:10]([CH2:13][C:14]2[CH:42]=[CH:41][C:17]([C:18]([NH:20][C:21]3[CH:26]=[CH:25][C:24]([CH3:27])=[C:23]([NH:28][C:29]4[N:34]=[C:33]([C:35]5[CH:36]=[N:37][CH:38]=[CH:39][CH:40]=5)[CH:32]=[CH:31][N:30]=4)[CH:22]=3)=[O:19])=[CH:16][CH:15]=2)[CH2:9][CH2:8]1.[OH-:43].[Na+].